This data is from Peptide-MHC class I binding affinity with 185,985 pairs from IEDB/IMGT. The task is: Regression. Given a peptide amino acid sequence and an MHC pseudo amino acid sequence, predict their binding affinity value. This is MHC class I binding data. (1) The peptide sequence is KQIGGTLFE. The MHC is HLA-A29:02 with pseudo-sequence HLA-A29:02. The binding affinity (normalized) is 0.0847. (2) The peptide sequence is NHKNVELSL. The MHC is Mamu-A07 with pseudo-sequence Mamu-A07. The binding affinity (normalized) is 0.739.